Dataset: Peptide-MHC class II binding affinity with 134,281 pairs from IEDB. Task: Regression. Given a peptide amino acid sequence and an MHC pseudo amino acid sequence, predict their binding affinity value. This is MHC class II binding data. (1) The peptide sequence is ARRRRASEAPPTSHRRASRQ. The MHC is HLA-DPA10201-DPB10501 with pseudo-sequence HLA-DPA10201-DPB10501. The binding affinity (normalized) is 0.108. (2) The MHC is DRB1_0101 with pseudo-sequence DRB1_0101. The binding affinity (normalized) is 0.605. The peptide sequence is SLPPGSAKLSQTVRF. (3) The peptide sequence is NGVIKILTYPWDRIE. The MHC is HLA-DQA10201-DQB10301 with pseudo-sequence HLA-DQA10201-DQB10301. The binding affinity (normalized) is 0. (4) The binding affinity (normalized) is 0.642. The peptide sequence is GELQIVNKIDAAFKI. The MHC is DRB4_0101 with pseudo-sequence DRB4_0103.